Dataset: Catalyst prediction with 721,799 reactions and 888 catalyst types from USPTO. Task: Predict which catalyst facilitates the given reaction. (1) Reactant: C1CN([P+]([O:17][N:18]2[N:26]=[N:25][C:20]3[CH:21]=[CH:22][CH:23]=[CH:24][C:19]2=3)(N2CCCC2)N2CCCC2)CC1.F[P-](F)(F)(F)(F)F.C1CC[N:42]2[C:37](=[N:38][CH2:39][CH2:40][CH2:41]2)CC1. Product: [N:18]1([O:17][C:39]2[C:40]3[N:18]=[CH:19][CH:20]=[CH:21][C:41]=3[N:42]=[CH:37][N:38]=2)[C:19]2[CH:24]=[CH:23][CH:22]=[CH:21][C:20]=2[N:25]=[N:26]1. The catalyst class is: 10. (2) Reactant: [F:1][C:2]1([F:11])[CH2:5][CH:4]([C:6]([CH3:10])([CH3:9])[C:7]#N)[CH2:3]1.[OH-:12].[Na+].C([OH:16])C. Product: [F:1][C:2]1([F:11])[CH2:5][CH:4]([C:6]([CH3:10])([CH3:9])[C:7]([OH:16])=[O:12])[CH2:3]1. The catalyst class is: 6. (3) Reactant: Cl.[NH2:2][NH:3][C:4]([NH2:6])=[O:5].C([O-])(=O)C.[Na+].[C:12]([O:17][CH2:18][CH3:19])(=[O:16])[C:13]([CH3:15])=[O:14]. Product: [NH2:2][NH:3][C:4]([NH2:6])=[O:5].[C:12]([O:17][CH2:18][CH3:19])(=[O:16])[C:13]([CH3:15])=[O:14]. The catalyst class is: 6. (4) Reactant: [N:1]1[C:10]2[NH:9][CH2:8][CH2:7][CH2:6][C:5]=2[CH:4]=[CH:3][C:2]=1[CH2:11][CH2:12][CH2:13][NH:14]C(=O)OC(C)(C)C.C(O)(C(F)(F)F)=O. Product: [N:1]1[C:10]2[NH:9][CH2:8][CH2:7][CH2:6][C:5]=2[CH:4]=[CH:3][C:2]=1[CH2:11][CH2:12][CH2:13][NH2:14]. The catalyst class is: 2.